Dataset: Drug-target binding data from BindingDB using Ki measurements. Task: Regression. Given a target protein amino acid sequence and a drug SMILES string, predict the binding affinity score between them. We predict pKi (pKi = -log10(Ki in M); higher means stronger inhibition). Dataset: bindingdb_ki. The compound is CC1(C)CCC(CN2CCN(c3ccc(C(=O)NS(=O)(=O)c4ccc(NC5CCC(N6CCOCC6)CC5)c([N+](=O)[O-])c4)c(Oc4cccc5[nH]ccc45)c3)CC2)=C(c2ccc(Cl)cc2)C1. The target protein (Q64373) has sequence MSQSNRELVVDFLSYKLSQKGYSWSQFSDVEENRTEAPEETEAERETPSAINGNPSWHLADSPAVNGATGHSSSLDAREVIPMAAVKQALREAGDEFELRYRRAFSDLTSQLHITPGTAYQSFEQVVNELFRDGVNWGRIVAFFSFGGALCVESVDKEMQVLVSRIASWMATYLNDHLEPWIQENGGWDTFVDLYGNNAAAESRKGQERFNRWFLTGMTVAGVVLLGSLFSRK. The pKi is 7.4.